This data is from Peptide-MHC class II binding affinity with 134,281 pairs from IEDB. The task is: Regression. Given a peptide amino acid sequence and an MHC pseudo amino acid sequence, predict their binding affinity value. This is MHC class II binding data. The peptide sequence is RSSNFQCQKLLWQLN. The MHC is DRB1_0401 with pseudo-sequence DRB1_0401. The binding affinity (normalized) is 0.357.